From a dataset of Forward reaction prediction with 1.9M reactions from USPTO patents (1976-2016). Predict the product of the given reaction. (1) Given the reactants [CH2:1]([N:3]1[C:11]2[C:6](=[CH:7][CH:8]=[C:9]([O:12][CH3:13])[CH:10]=2)[C:5]([C:14]#[N:15])=[C:4]1[C:16]1[CH:17]=[C:18]2[C:22](=[CH:23][CH:24]=1)[NH:21][CH:20]=[CH:19]2)[CH3:2].[CH3:25][S:26](Cl)(=[O:28])=[O:27], predict the reaction product. The product is: [CH2:1]([N:3]1[C:11]2[C:6](=[CH:7][CH:8]=[C:9]([O:12][CH3:13])[CH:10]=2)[C:5]([C:14]#[N:15])=[C:4]1[C:16]1[CH:17]=[C:18]2[C:22](=[CH:23][CH:24]=1)[N:21]([S:26]([CH3:25])(=[O:28])=[O:27])[CH:20]=[CH:19]2)[CH3:2]. (2) The product is: [Cl:4][C:5]1[CH:6]=[C:7]2[C:13]([CH2:14][CH2:15][C:16]([N:67]3[CH2:66][CH2:65][C:64]([CH2:63][C:57]4[CH:62]=[CH:61][CH:60]=[CH:59][CH:58]=4)([OH:70])[CH2:69][CH2:68]3)=[O:17])=[C:12]([C:20]3[CH:25]=[CH:24][C:23]([Cl:26])=[CH:22][CH:21]=3)[N:11]([CH3:27])[C:8]2=[N:9][CH:10]=1. Given the reactants O.[OH-].[Li+].[Cl:4][C:5]1[CH:6]=[C:7]2[C:13]([CH2:14][CH2:15][C:16](OC)=[O:17])=[C:12]([C:20]3[CH:25]=[CH:24][C:23]([Cl:26])=[CH:22][CH:21]=3)[N:11]([CH3:27])[C:8]2=[N:9][CH:10]=1.ON1C2C=CC=CC=2N=N1.C(N(CC)CC)C.Cl.CN(C)CCCN=C=NCC.[C:57]1([CH2:63][C:64]2([OH:70])[CH2:69][CH2:68][NH:67][CH2:66][CH2:65]2)[CH:62]=[CH:61][CH:60]=[CH:59][CH:58]=1, predict the reaction product. (3) The product is: [C:1]([O:5][C:6](=[O:7])[NH:8][C@H:9]([C:13]1[CH:18]=[C:17]([C:30]2[CH:35]=[CH:34][N:33]=[CH:32][C:31]=2[NH2:36])[CH:16]=[CH:15][N:14]=1)[CH2:10][CH:11]=[CH2:12])([CH3:4])([CH3:3])[CH3:2]. Given the reactants [C:1]([O:5][C:6]([NH:8][C@H:9]([C:13]1[CH:18]=[C:17](B(O)O)[CH:16]=[CH:15][N:14]=1)[CH2:10][CH:11]=[CH2:12])=[O:7])([CH3:4])([CH3:3])[CH3:2].FC(F)(F)C([O-])=O.Br[C:30]1[CH:35]=[CH:34][N:33]=[CH:32][C:31]=1[NH2:36].C([O-])([O-])=O.[Na+].[Na+], predict the reaction product. (4) Given the reactants [NH2:1][C:2]1[C:3]2[C:29]([CH3:33])([C:30](=[S:32])[NH2:31])[C:28](=[O:34])[NH:27][C:4]=2[N:5]=[C:6]([C:8]2[C:16]3[C:11](=[CH:12][C:13]([Cl:17])=[CH:14][CH:15]=3)[N:10]([CH2:18][CH2:19][C:20]([F:26])([F:25])[C:21]([F:24])([F:23])[F:22])[N:9]=2)[N:7]=1.Br[CH:36]([CH3:40])[C:37](=O)[CH3:38], predict the reaction product. The product is: [NH2:1][C:2]1[C:3]2[C:29]([C:30]3[S:32][C:36]([CH3:40])=[C:37]([CH3:38])[N:31]=3)([CH3:33])[C:28](=[O:34])[NH:27][C:4]=2[N:5]=[C:6]([C:8]2[C:16]3[C:11](=[CH:12][C:13]([Cl:17])=[CH:14][CH:15]=3)[N:10]([CH2:18][CH2:19][C:20]([F:26])([F:25])[C:21]([F:24])([F:22])[F:23])[N:9]=2)[N:7]=1. (5) Given the reactants C(OC1C=CN(CC(C2C=CC(C[Br:25])=CC=2C)=O)C(=O)C=1)C1C=CC=CC=1.[Cl:28][C:29]1[CH:30]=[CH:31][C:32]([CH2:35][O:36][C:37]2[CH:42]=[N:41][N:40]([CH2:43][C:44]([C:46]3[CH:51]=[CH:50][C:49]([CH2:52]O)=[CH:48][C:47]=3[CH3:54])=[O:45])[C:39](=[O:55])[CH:38]=2)=[N:33][CH:34]=1.C(OC1C=CN(CC(C2C=CC(CO)=CC=2C)=O)C(=O)C=1)C1C=CC=CC=1, predict the reaction product. The product is: [Br:25][CH2:52][C:49]1[CH:50]=[CH:51][C:46]([C:44](=[O:45])[CH2:43][N:40]2[C:39](=[O:55])[CH:38]=[C:37]([O:36][CH2:35][C:32]3[CH:31]=[CH:30][C:29]([Cl:28])=[CH:34][N:33]=3)[CH:42]=[N:41]2)=[C:47]([CH3:54])[CH:48]=1. (6) Given the reactants Cl.[NH2:2][OH:3].[K].[CH3:5][C:6]1([CH3:35])[CH2:15][CH2:14][C:13]([CH3:17])([CH3:16])[C:12]2[CH:11]=[C:10]([C:18]([NH:20][C:21]3[CH:26]=[CH:25][C:24]([C:27]([F:34])([F:33])[C:28]([O:30]CC)=O)=[CH:23][CH:22]=3)=[O:19])[CH:9]=[CH:8][C:7]1=2.Cl, predict the reaction product. The product is: [OH:3][NH:2][C:28]([C:27]([F:33])([F:34])[C:24]1[CH:23]=[CH:22][C:21]([NH:20][C:18]([C:10]2[CH:9]=[CH:8][C:7]3[C:6]([CH3:5])([CH3:35])[CH2:15][CH2:14][C:13]([CH3:16])([CH3:17])[C:12]=3[CH:11]=2)=[O:19])=[CH:26][CH:25]=1)=[O:30].